This data is from NCI-60 drug combinations with 297,098 pairs across 59 cell lines. The task is: Regression. Given two drug SMILES strings and cell line genomic features, predict the synergy score measuring deviation from expected non-interaction effect. (1) Drug 2: CCN(CC)CCCC(C)NC1=C2C=C(C=CC2=NC3=C1C=CC(=C3)Cl)OC. Synergy scores: CSS=44.8, Synergy_ZIP=-4.21, Synergy_Bliss=-7.61, Synergy_Loewe=-10.7, Synergy_HSA=-7.25. Cell line: SR. Drug 1: CC1C(C(CC(O1)OC2CC(OC(C2O)C)OC3=CC4=CC5=C(C(=O)C(C(C5)C(C(=O)C(C(C)O)O)OC)OC6CC(C(C(O6)C)O)OC7CC(C(C(O7)C)O)OC8CC(C(C(O8)C)O)(C)O)C(=C4C(=C3C)O)O)O)O. (2) Drug 1: CN1CCC(CC1)COC2=C(C=C3C(=C2)N=CN=C3NC4=C(C=C(C=C4)Br)F)OC. Drug 2: C1CCC(C1)C(CC#N)N2C=C(C=N2)C3=C4C=CNC4=NC=N3. Cell line: RXF 393. Synergy scores: CSS=7.35, Synergy_ZIP=-2.23, Synergy_Bliss=-1.21, Synergy_Loewe=-4.04, Synergy_HSA=-1.26. (3) Drug 1: CC1C(C(CC(O1)OC2CC(CC3=C2C(=C4C(=C3O)C(=O)C5=C(C4=O)C(=CC=C5)OC)O)(C(=O)CO)O)N)O.Cl. Drug 2: COCCOC1=C(C=C2C(=C1)C(=NC=N2)NC3=CC=CC(=C3)C#C)OCCOC.Cl. Cell line: 786-0. Synergy scores: CSS=6.27, Synergy_ZIP=-1.78, Synergy_Bliss=1.87, Synergy_Loewe=0.165, Synergy_HSA=1.64.